Task: Binary Classification. Given a T-cell receptor sequence (or CDR3 region) and an epitope sequence, predict whether binding occurs between them.. Dataset: TCR-epitope binding with 47,182 pairs between 192 epitopes and 23,139 TCRs (1) Result: 0 (the TCR does not bind to the epitope). The TCR CDR3 sequence is CASSMLLGGGQPQHF. The epitope is HPVGEADYFEY. (2) The epitope is TSDLATNNLVVMAY. The TCR CDR3 sequence is CASSHTPGPSYEQYF. Result: 0 (the TCR does not bind to the epitope). (3) The epitope is LPAADLDDF. The TCR CDR3 sequence is CATRGHTGELFF. Result: 1 (the TCR binds to the epitope). (4) The epitope is GTSGSPIIDK. The TCR CDR3 sequence is CASSLDGRPYAEAFF. Result: 0 (the TCR does not bind to the epitope). (5) The epitope is ALSKGVHFV. The TCR CDR3 sequence is CASSYAPTGTDYEQYF. Result: 0 (the TCR does not bind to the epitope). (6) The epitope is FTYASALWEI. The TCR CDR3 sequence is CASSYGGGNEQFF. Result: 0 (the TCR does not bind to the epitope). (7) The epitope is KLNVGDYFV. The TCR CDR3 sequence is CAISEPGQGPMNTEAFF. Result: 1 (the TCR binds to the epitope).